The task is: Predict the product of the given reaction.. This data is from Forward reaction prediction with 1.9M reactions from USPTO patents (1976-2016). (1) Given the reactants [Br:1][C:2]1[CH:20]=[CH:19][CH:18]=[CH:17][C:3]=1[C:4]([NH:6][NH:7][C:8]([NH:10][C:11]1[CH:16]=[CH:15][CH:14]=[CH:13][CH:12]=1)=[O:9])=O.C1(P(C2C=CC=CC=2)C2C=CC=CC=2)C=CC=CC=1.C(N(CC)CC)C.C(Cl)(Cl)(Cl)Cl, predict the reaction product. The product is: [Br:1][C:2]1[CH:20]=[CH:19][CH:18]=[CH:17][C:3]=1[C:4]1[O:9][C:8]([NH:10][C:11]2[CH:16]=[CH:15][CH:14]=[CH:13][CH:12]=2)=[N:7][N:6]=1. (2) Given the reactants Cl[C:2]1[C:7]([C:8]2[N:12]([CH2:13][CH:14]3[CH2:19][CH2:18][CH2:17][CH2:16][CH2:15]3)[C:11]3[CH:20]=[C:21]([F:25])[C:22]([F:24])=[CH:23][C:10]=3[N:9]=2)=[CH:6][CH:5]=[CH:4][N:3]=1.[CH:26]1([CH2:29][OH:30])[CH2:28][CH2:27]1, predict the reaction product. The product is: [CH:14]1([CH2:13][N:12]2[C:11]3[CH:20]=[C:21]([F:25])[C:22]([F:24])=[CH:23][C:10]=3[N:9]=[C:8]2[C:7]2[C:2]([O:30][CH2:29][CH:26]3[CH2:28][CH2:27]3)=[N:3][CH:4]=[CH:5][CH:6]=2)[CH2:19][CH2:18][CH2:17][CH2:16][CH2:15]1. (3) Given the reactants C1C2C(COC([N:18]3[CH2:23][CH2:22][C:21]([C:30](=[O:43])[NH:31][C:32]4[CH:41]=[C:40]5[C:35]([C:36](=[O:42])[NH:37][CH:38]=[N:39]5)=[CH:34][CH:33]=4)([C:24]4[CH:29]=[CH:28][CH:27]=[CH:26][CH:25]=4)[CH2:20][CH2:19]3)=O)C3C(=CC=CC=3)C=2C=CC=1.CNCCS.N12CCCN=C1CCCCC2, predict the reaction product. The product is: [O:42]=[C:36]1[C:35]2[C:40](=[CH:41][C:32]([NH:31][C:30]([C:21]3([C:24]4[CH:25]=[CH:26][CH:27]=[CH:28][CH:29]=4)[CH2:20][CH2:19][NH:18][CH2:23][CH2:22]3)=[O:43])=[CH:33][CH:34]=2)[N:39]=[CH:38][NH:37]1.